Dataset: Peptide-MHC class I binding affinity with 185,985 pairs from IEDB/IMGT. Task: Regression. Given a peptide amino acid sequence and an MHC pseudo amino acid sequence, predict their binding affinity value. This is MHC class I binding data. (1) The MHC is HLA-B15:01 with pseudo-sequence HLA-B15:01. The binding affinity (normalized) is 0.524. The peptide sequence is AMMWRIAQL. (2) The peptide sequence is FPVTPQVPLR. The MHC is HLA-B53:01 with pseudo-sequence HLA-B53:01. The binding affinity (normalized) is 0.411. (3) The peptide sequence is RQLLFVVEV. The MHC is HLA-A68:02 with pseudo-sequence HLA-A68:02. The binding affinity (normalized) is 0.230. (4) The binding affinity (normalized) is 0.0847. The peptide sequence is REFEAQNVP. The MHC is HLA-A26:03 with pseudo-sequence HLA-A26:03. (5) The peptide sequence is MTSLSAVSV. The MHC is HLA-A30:01 with pseudo-sequence HLA-A30:01. The binding affinity (normalized) is 0.373. (6) The MHC is HLA-B45:01 with pseudo-sequence HLA-B45:01. The binding affinity (normalized) is 0.00638. The peptide sequence is LPGPQVTAVLLHEES.